Dataset: Forward reaction prediction with 1.9M reactions from USPTO patents (1976-2016). Task: Predict the product of the given reaction. (1) Given the reactants Cl[C:2]1[C:3]2[C:4](=[N:9][N:10]([CH2:12][C:13]3[CH:26]=[CH:25][C:16]([CH2:17][N:18]4[CH:23]=[CH:22][CH:21]=[CH:20][C:19]4=[O:24])=[CH:15][CH:14]=3)[CH:11]=2)[N:5]=[C:6]([Cl:8])[N:7]=1.[CH3:27][O:28][C:29]1[CH:34]=[CH:33][C:32]([CH2:35][NH2:36])=[CH:31][CH:30]=1, predict the reaction product. The product is: [Cl:8][C:6]1[N:7]=[C:2]([NH:36][CH2:35][C:32]2[CH:33]=[CH:34][C:29]([O:28][CH3:27])=[CH:30][CH:31]=2)[C:3]2[C:4](=[N:9][N:10]([CH2:12][C:13]3[CH:26]=[CH:25][C:16]([CH2:17][N:18]4[CH:23]=[CH:22][CH:21]=[CH:20][C:19]4=[O:24])=[CH:15][CH:14]=3)[CH:11]=2)[N:5]=1. (2) Given the reactants [CH:1]([C:3]1[CH:4]=[C:5]2[C:10](=[CH:11][CH:12]=1)[N:9]=[C:8]([O:13][C@H:14]1[CH2:19][CH2:18][C@H:17]([C:20]([CH3:23])([CH3:22])[CH3:21])[CH2:16][CH2:15]1)[CH:7]=[CH:6]2)=O.[NH2:24][CH2:25][CH2:26][C:27]([OH:29])=[O:28].C([BH3-])#N.[Na+], predict the reaction product. The product is: [C:20]([C@H:17]1[CH2:18][CH2:19][C@H:14]([O:13][C:8]2[CH:7]=[CH:6][C:5]3[C:10](=[CH:11][CH:12]=[C:3]([CH2:1][NH:24][CH2:25][CH2:26][C:27]([OH:29])=[O:28])[CH:4]=3)[N:9]=2)[CH2:15][CH2:16]1)([CH3:23])([CH3:22])[CH3:21]. (3) Given the reactants Cl.[NH2:2][C:3]1[CH:4]=[C:5]([CH:10]=[CH:11][N:12]=1)[C:6]([O:8][CH3:9])=[O:7].[C:13](Cl)(=[O:18])[C:14]([CH3:17])([CH3:16])[CH3:15], predict the reaction product. The product is: [C:13]([NH:2][C:3]1[CH:4]=[C:5]([CH:10]=[CH:11][N:12]=1)[C:6]([O:8][CH3:9])=[O:7])(=[O:18])[C:14]([CH3:17])([CH3:16])[CH3:15]. (4) Given the reactants [CH3:1][O:2][C:3]1[C:8]2[N:9]=[C:10]([NH2:12])[S:11][C:7]=2[C:6]([N:13]2[CH2:18][CH2:17][O:16][CH2:15][CH2:14]2)=[CH:5][CH:4]=1.C(N(C(C)C)C(C)C)C.Cl[C:29]([O:31][CH2:32][CH2:33][O:34][CH3:35])=[O:30].O, predict the reaction product. The product is: [CH3:35][O:34][CH2:33][CH2:32][O:31][C:29](=[O:30])[NH:12][C:10]1[S:11][C:7]2[C:6]([N:13]3[CH2:18][CH2:17][O:16][CH2:15][CH2:14]3)=[CH:5][CH:4]=[C:3]([O:2][CH3:1])[C:8]=2[N:9]=1. (5) Given the reactants [O:1]=[C:2]([C:9]1[O:10][C:11]([C:14]2[CH:19]=[CH:18][CH:17]=[CH:16][N:15]=2)=[CH:12][N:13]=1)[CH2:3][CH2:4][CH2:5][CH2:6][C:7]#[CH:8].I[C:21]1[CH:26]=[CH:25][CH:24]=[CH:23][C:22]=1[N+:27]([O-:29])=[O:28], predict the reaction product. The product is: [O:1]=[C:2]([C:9]1[O:10][C:11]([C:14]2[CH:19]=[CH:18][CH:17]=[CH:16][N:15]=2)=[CH:12][N:13]=1)[CH2:3][CH2:4][CH2:5][CH2:6][C:7]#[C:8][C:21]1[CH:26]=[CH:25][CH:24]=[CH:23][C:22]=1[N+:27]([O-:29])=[O:28]. (6) Given the reactants [OH-].[Na+].[CH3:3][O:4][C:5]1[C:10]2[O:11][CH2:12][CH2:13][CH2:14][O:15][C:9]=2[C:8]([C:16]([O:18]C)=[O:17])=[CH:7][CH:6]=1, predict the reaction product. The product is: [CH3:3][O:4][C:5]1[C:10]2[O:11][CH2:12][CH2:13][CH2:14][O:15][C:9]=2[C:8]([C:16]([OH:18])=[O:17])=[CH:7][CH:6]=1. (7) Given the reactants [O:1]=[S:2]1(=[O:18])[CH2:6][CH2:5][CH2:4][N:3]1[C:7]1[CH:15]=[CH:14][C:10]([C:11]([OH:13])=O)=[C:9]([O:16][CH3:17])[CH:8]=1.[Cl:19][C:20]1[C:21]([N:27]2[CH2:32][CH2:31][NH:30][CH2:29][CH2:28]2)=[N:22][CH:23]=[C:24]([Cl:26])[CH:25]=1, predict the reaction product. The product is: [Cl:19][C:20]1[C:21]([N:27]2[CH2:32][CH2:31][N:30]([C:11]([C:10]3[CH:14]=[CH:15][C:7]([N:3]4[CH2:4][CH2:5][CH2:6][S:2]4(=[O:1])=[O:18])=[CH:8][C:9]=3[O:16][CH3:17])=[O:13])[CH2:29][CH2:28]2)=[N:22][CH:23]=[C:24]([Cl:26])[CH:25]=1. (8) The product is: [C:12]1([C:18]2[C:20]([C:22]3[CH:23]=[CH:24][CH:25]=[CH:26][CH:27]=3)=[N:1][C:2]3[C:7](=[CH:6][CH:5]=[CH:4][C:3]=3[N+:9]([O-:11])=[O:10])[N:8]=2)[CH:17]=[CH:16][CH:15]=[CH:14][CH:13]=1. Given the reactants [NH2:1][C:2]1[C:7]([NH2:8])=[CH:6][CH:5]=[CH:4][C:3]=1[N+:9]([O-:11])=[O:10].[C:12]1([C:18]([C:20]([C:22]2[CH:27]=[CH:26][CH:25]=[CH:24][CH:23]=2)=O)=O)[CH:17]=[CH:16][CH:15]=[CH:14][CH:13]=1, predict the reaction product.